Task: Predict the product of the given reaction.. Dataset: Forward reaction prediction with 1.9M reactions from USPTO patents (1976-2016) (1) Given the reactants [F:1][C:2]([F:7])([F:6])[C:3]([OH:5])=[O:4].[NH:8]1[CH2:12][CH:11]=[C:10]([C:13]2[S:14][CH:15]=[CH:16][N:17]=2)[CH2:9]1.CO, predict the reaction product. The product is: [F:1][C:2]([F:7])([F:6])[C:3]([OH:5])=[O:4].[NH:8]1[CH2:12][CH2:11][CH:10]([C:13]2[S:14][CH:15]=[CH:16][N:17]=2)[CH2:9]1. (2) The product is: [F:33][C:34]1[CH:39]=[CH:38][C:37]([S:40]([N:24]([CH3:25])[C:2]([CH3:1])([CH3:23])[C:3]([NH:5][CH2:6][C:7]2[CH:8]=[C:9]([C:13]3[CH:18]=[CH:17][C:16]([C:19]([F:20])([F:21])[F:22])=[CH:15][CH:14]=3)[CH:10]=[CH:11][CH:12]=2)=[O:4])(=[O:42])=[O:41])=[CH:36][CH:35]=1. Given the reactants [CH3:1][C:2]([NH:24][CH3:25])([CH3:23])[C:3]([NH:5][CH2:6][C:7]1[CH:8]=[C:9]([C:13]2[CH:18]=[CH:17][C:16]([C:19]([F:22])([F:21])[F:20])=[CH:15][CH:14]=2)[CH:10]=[CH:11][CH:12]=1)=[O:4].C(N(CC)CC)C.[F:33][C:34]1[CH:39]=[CH:38][C:37]([S:40](Cl)(=[O:42])=[O:41])=[CH:36][CH:35]=1, predict the reaction product. (3) Given the reactants [O:1]1[CH:5]=[CH:4][CH:3]=[C:2]1[CH2:6][CH2:7][NH2:8].[C:9](OC(=O)C)(=[O:11])[CH3:10], predict the reaction product. The product is: [O:1]1[CH:5]=[CH:4][CH:3]=[C:2]1[CH2:6][CH2:7][NH:8][C:9](=[O:11])[CH3:10]. (4) Given the reactants [ClH:1].C(OCC)C.[CH:7]1([CH2:12][CH2:13][C:14]([N:16]2[CH2:21][CH2:20][N:19]([C:22]3[C:31]4[C:26](=[CH:27][C:28]([CH3:32])=[CH:29][CH:30]=4)[N:25]=[C:24]([C:33]4[CH:38]=[CH:37][CH:36]=[CH:35][C:34]=4[OH:39])[N:23]=3)[CH2:18][CH2:17]2)=[O:15])[CH2:11][CH2:10][CH2:9][CH2:8]1, predict the reaction product. The product is: [ClH:1].[CH:7]1([CH2:12][CH2:13][C:14]([N:16]2[CH2:21][CH2:20][N:19]([C:22]3[C:31]4[C:26](=[CH:27][C:28]([CH3:32])=[CH:29][CH:30]=4)[N:25]=[C:24]([C:33]4[CH:38]=[CH:37][CH:36]=[CH:35][C:34]=4[OH:39])[N:23]=3)[CH2:18][CH2:17]2)=[O:15])[CH2:11][CH2:10][CH2:9][CH2:8]1.